This data is from Forward reaction prediction with 1.9M reactions from USPTO patents (1976-2016). The task is: Predict the product of the given reaction. (1) Given the reactants [CH3:1][C:2]1[N:7]=[CH:6][N:5]=[C:4](OS(C2C=CC(C)=CC=2)(=O)=O)[CH:3]=1.[CH2:19]([C:24]1[CH:29]=[CH:28][CH:27]=[CH:26][CH:25]=1)[CH2:20][CH2:21][C:22]#[CH:23], predict the reaction product. The product is: [CH3:1][C:2]1[CH:3]=[C:4]([C:23]#[C:22][CH2:21][CH2:20][CH2:19][C:24]2[CH:25]=[CH:26][CH:27]=[CH:28][CH:29]=2)[N:5]=[CH:6][N:7]=1. (2) Given the reactants [CH2:1]([N:5]([CH2:41][CH2:42][CH2:43][CH3:44])[C:6]([C:8]1[N:9]=[C:10]([C:21]2[CH:30]=[CH:29][C:24]([C:25]([O:27][CH3:28])=[O:26])=[CH:23][C:22]=2[C:31]([O:33]CC2C=CC=CC=2)=[O:32])[N:11]([CH2:13][CH2:14][C:15]2C=[CH:19][CH:18]=[CH:17][CH:16]=2)[CH:12]=1)=[O:7])[CH2:2][CH2:3][CH3:4], predict the reaction product. The product is: [CH2:13]([N:11]1[CH:12]=[C:8]([C:6](=[O:7])[N:5]([CH2:41][CH2:42][CH2:43][CH3:44])[CH2:1][CH2:2][CH2:3][CH3:4])[N:9]=[C:10]1[C:21]1[CH:30]=[CH:29][C:24]([C:25]([O:27][CH3:28])=[O:26])=[CH:23][C:22]=1[C:31]([OH:33])=[O:32])[C:14]1[CH:19]=[CH:18][CH:17]=[CH:16][CH:15]=1. (3) Given the reactants [C:1]([N:4]1[C:8]([C:11]2[CH:16]=[CH:15][CH:14]=[CH:13][CH:12]=2)([CH:9]=[CH2:10])[CH2:7][C:6]([C:17]2[CH:22]=[C:21]([F:23])[CH:20]=[CH:19][C:18]=2[F:24])=[N:5]1)(=[O:3])[CH3:2].Cl[SiH:26]([CH3:28])[CH3:27].O.CC[O:32]C(C)=O, predict the reaction product. The product is: [C:1]([N:4]1[C:8]([CH2:9][CH2:10][Si:26]([CH3:28])([CH3:27])[OH:32])([C:11]2[CH:16]=[CH:15][CH:14]=[CH:13][CH:12]=2)[CH2:7][C:6]([C:17]2[CH:22]=[C:21]([F:23])[CH:20]=[CH:19][C:18]=2[F:24])=[N:5]1)(=[O:3])[CH3:2]. (4) Given the reactants C([O:3][C:4](=[O:18])[CH:5]=[C:6]([CH3:17])[CH:7]=[CH:8][C:9]1[CH:14]=[CH:13][C:12]([Cl:15])=[CH:11][C:10]=1[Cl:16])C.CO.[OH-].[Na+].Cl, predict the reaction product. The product is: [Cl:16][C:10]1[CH:11]=[C:12]([Cl:15])[CH:13]=[CH:14][C:9]=1[CH:8]=[CH:7][C:6]([CH3:17])=[CH:5][C:4]([OH:18])=[O:3]. (5) Given the reactants [NH2:1][C:2]1[CH:3]=[CH:4][C:5]([Cl:11])=[C:6]([CH:10]=1)[C:7]([OH:9])=[O:8].Cl[S:13]([C:16]1[CH:25]=[C:24]2[C:19]([CH:20]=[CH:21][C:22]([NH:26][C:27](=[O:29])[CH3:28])=[CH:23]2)=[CH:18][CH:17]=1)(=[O:15])=[O:14], predict the reaction product. The product is: [C:27]([NH:26][C:22]1[CH:23]=[C:24]2[C:19]([CH:18]=[CH:17][C:16]([S:13]([NH:1][C:2]3[CH:3]=[CH:4][C:5]([Cl:11])=[C:6]([CH:10]=3)[C:7]([OH:9])=[O:8])(=[O:15])=[O:14])=[CH:25]2)=[CH:20][CH:21]=1)(=[O:29])[CH3:28].